From a dataset of Forward reaction prediction with 1.9M reactions from USPTO patents (1976-2016). Predict the product of the given reaction. Given the reactants [F:1][C:2]([F:30])([CH2:28][OH:29])[CH2:3][N:4]1[C:8]([C:9]2[CH:14]=[CH:13][C:12]([F:15])=[CH:11][CH:10]=2)=[C:7]([C:16]2[CH:17]=[CH:18][C:19]3[O:24][CH2:23][C:22](=[O:25])[NH:21][C:20]=3[CH:26]=2)[C:6]([CH3:27])=[N:5]1.[C:31]1(=[O:37])[O:36][C:34](=[O:35])[CH2:33][CH2:32]1, predict the reaction product. The product is: [F:30][C:2]([F:1])([CH2:3][N:4]1[C:8]([C:9]2[CH:10]=[CH:11][C:12]([F:15])=[CH:13][CH:14]=2)=[C:7]([C:16]2[CH:17]=[CH:18][C:19]3[O:24][CH2:23][C:22](=[O:25])[NH:21][C:20]=3[CH:26]=2)[C:6]([CH3:27])=[N:5]1)[CH2:28][O:29][C:31](=[O:37])[CH2:32][CH2:33][C:34]([OH:36])=[O:35].